This data is from Drug-target binding data from BindingDB using Ki measurements. The task is: Regression. Given a target protein amino acid sequence and a drug SMILES string, predict the binding affinity score between them. We predict pKi (pKi = -log10(Ki in M); higher means stronger inhibition). Dataset: bindingdb_ki. (1) The pKi is 6.0. The target is MLLARMKPQVQPELGGADQ. The compound is CN(C)CC(c1ccc(O)cc1)C1(O)CCCCC1. (2) The compound is CC(=O)N[C@H]1CSCc2cc3cc(c2)CSC[C@@H](C(=O)O)NC(=O)[C@H](CC(C)C)NC(=O)[C@H](CC(=O)O)NC(=O)[C@H](CCC(N)=O)NC(=O)[C@H](Cc2cnc[nH]2)NC[C@H](C)NC(=O)[C@@H](CSC3)NC(=O)[C@H](CCCCNC(=N)N)NC(=O)[C@H](Cc2ccc(O)cc2)NC(=O)C2CCN2C(=O)[C@H](Cc2ccccc2)NC(=O)[C@H](CO)NC1=O. The target protein sequence is MEVIVLFRIISFRQAVYFMCLFAAVSCGCLPQLHKNTFFRGGDVSAMYTPSARHCQMMCTFHPRCLLFSFLPADSTSVTDKRFGCFLKDSVTGMLPRVLRENAISGHSLKQCGHQIRACHRDIYKGIDMRGVNFNVSKVKTVEECQERCTNSIHCLFFTYATQAFNNAEYRNNCLLKHSPGGTPTSIKVLANVESGFSLKPCADSEIGCHMDIFQHLAFSDVDVARVIAPDAFVCRTICTYHPNCLFFTFYTNAWKIESQRNVCFLKTSHSGTPSFPTPQENAISGYSLLTCKQTLPEPCHSKIYSEVDFEGEELNVTFVQGANLCQETCTKTIRCQFFTYSLHPEDCRGEKCKCSLRLSSDGSPTKITHGMRASSGYSLRLCRSGDHSACATKANTRIVGGTDSFLGEWPWQVSLQAKLRAQNHLCGGSIIGHQWVLTAAHCFDGLSLPDIWRIYGGILNISEITKETPFSQVKEIIIHQNYKILESGHDIALLKLETP.... The pKi is 6.3.